From a dataset of Catalyst prediction with 721,799 reactions and 888 catalyst types from USPTO. Predict which catalyst facilitates the given reaction. (1) Reactant: [F:1][C:2]1[CH:7]=[CH:6][C:5]([C:8]2([CH2:14][O:15][CH2:16][C:17]3[C:26]4[C:21](=[CH:22][CH:23]=[CH:24][CH:25]=4)[CH:20]=[C:19]([C:27]#[N:28])[C:18]=3[O:29][CH3:30])[CH2:13][CH2:12][NH:11][CH2:10][CH2:9]2)=[CH:4][CH:3]=1.Br[CH2:32][CH2:33][C:34]1[C:42]2[C:37](=[CH:38][CH:39]=[CH:40][CH:41]=2)[NH:36][CH:35]=1.O. Product: [F:1][C:2]1[CH:3]=[CH:4][C:5]([C:8]2([CH2:14][O:15][CH:16]([C:17]3[C:26]4[C:21](=[CH:22][CH:23]=[CH:24][CH:25]=4)[CH:20]=[C:19]([C:27]#[N:28])[C:18]=3[O:29][CH3:30])[CH2:32][CH2:33][C:34]3[C:42]4[C:37](=[CH:38][CH:39]=[CH:40][CH:41]=4)[NH:36][CH:35]=3)[CH2:13][CH2:12][NH:11][CH2:10][CH2:9]2)=[CH:6][CH:7]=1. The catalyst class is: 16. (2) Reactant: [CH3:1][C:2]1[CH:3]=[C:4]2[C:9](=[CH:10][CH:11]=1)[NH:8][C:7](=[O:12])[C:6]([CH:13]=O)=[CH:5]2.[C:15]1([CH2:21][NH2:22])[CH:20]=[CH:19][CH:18]=[CH:17][CH:16]=1.C(O)(=O)C. Product: [CH2:21]([NH:22][CH2:13][C:6]1[C:7](=[O:12])[NH:8][C:9]2[C:4]([CH:5]=1)=[CH:3][C:2]([CH3:1])=[CH:11][CH:10]=2)[C:15]1[CH:20]=[CH:19][CH:18]=[CH:17][CH:16]=1. The catalyst class is: 1. (3) Reactant: [H-].[Na+].[CH3:3][O:4][C:5]1[N:10]=[CH:9][N:8]=[C:7]([NH2:11])[CH:6]=1.Cl[C:13]1[S:14][C:15]([C:18]#[N:19])=[CH:16][N:17]=1.Cl. Product: [CH3:3][O:4][C:5]1[N:10]=[CH:9][N:8]=[C:7]([NH:11][C:13]2[S:14][C:15]([C:18]#[N:19])=[CH:16][N:17]=2)[CH:6]=1. The catalyst class is: 6.